Dataset: Reaction yield outcomes from USPTO patents with 853,638 reactions. Task: Predict the reaction yield, written as a fraction of the theoretical maximum amount of product (1.0 means a 100% yield; for example, 0.34 means a 34% yield). (1) The reactants are [O:1]([CH2:8][CH2:9][CH2:10][CH2:11][NH2:12])[C:2]1[CH:7]=[CH:6][CH:5]=[CH:4][CH:3]=1.[C:13]([N:17]1[C:21](=[O:22])[C:20](Cl)=[C:19]([C:24]2[CH:29]=[CH:28][CH:27]=[CH:26][CH:25]=2)[S:18]1(=[O:31])=[O:30])([CH3:16])([CH3:15])[CH3:14]. No catalyst specified. The product is [C:13]([N:17]1[C:21](=[O:22])[C:20]([NH:12][CH2:11][CH2:10][CH2:9][CH2:8][O:1][C:2]2[CH:7]=[CH:6][CH:5]=[CH:4][CH:3]=2)=[C:19]([C:24]2[CH:29]=[CH:28][CH:27]=[CH:26][CH:25]=2)[S:18]1(=[O:30])=[O:31])([CH3:16])([CH3:14])[CH3:15]. The yield is 0.800. (2) The reactants are [C:1](Cl)(=[O:3])[CH3:2].[CH3:5][C:6]1([CH3:20])[CH2:12][CH2:11][CH2:10][NH:9][C:8]2[CH:13]=[C:14]([N+:17]([O-:19])=[O:18])[CH:15]=[CH:16][C:7]1=2.C([O-])(O)=O.[Na+].O. The catalyst is C(Cl)Cl. The product is [CH3:5][C:6]1([CH3:20])[CH2:12][CH2:11][CH2:10][N:9]([C:1](=[O:3])[CH3:2])[C:8]2[CH:13]=[C:14]([N+:17]([O-:19])=[O:18])[CH:15]=[CH:16][C:7]1=2. The yield is 0.640. (3) The reactants are [F:1][C:2]([F:13])([F:12])[C:3]([NH:5][C:6]1[CH:11]=[CH:10][CH:9]=[CH:8][CH:7]=1)=O. The catalyst is C1COCC1. The product is [F:1][C:2]([F:12])([F:13])[CH2:3][NH:5][C:6]1[CH:11]=[CH:10][CH:9]=[CH:8][CH:7]=1. The yield is 0.920. (4) The reactants are [CH2:1]([N:4]1[C:8]2[CH:9]=[CH:10][C:11]([C:13]#N)=[CH:12][C:7]=2[O:6][C:5]1=[O:15])[CH:2]=[CH2:3].C(O)=[O:17]. The catalyst is [Ni].[Al].CCOCC. The product is [CH2:1]([N:4]1[C:8]2[CH:9]=[CH:10][C:11]([CH:13]=[O:17])=[CH:12][C:7]=2[O:6][C:5]1=[O:15])[CH:2]=[CH2:3]. The yield is 0.920. (5) The reactants are Br[C:2]1[CH:3]=[C:4]([CH:30]=[C:31]([CH2:33][O:34][CH3:35])[CH:32]=1)[O:5][CH2:6][CH2:7][CH2:8][CH2:9][CH2:10][CH2:11][C:12]1[C:13]([CH2:25][CH2:26][C:27]([OH:29])=[O:28])=[C:14]([CH:22]=[CH:23][CH:24]=1)[O:15][CH2:16][CH2:17][CH2:18][C:19]([OH:21])=[O:20].[F:36][C:37]1[CH:38]=[C:39](B(O)O)[CH:40]=[CH:41][C:42]=1[F:43].C(=O)([O-])[O-].[Cs+].[Cs+]. The catalyst is C1C=CC(P(C2C=CC=CC=2)[C-]2C=CC=C2)=CC=1.C1C=CC(P(C2C=CC=CC=2)[C-]2C=CC=C2)=CC=1.Cl[Pd]Cl.[Fe+2]. The product is [C:27]([CH2:26][CH2:25][C:13]1[C:12]([CH2:11][CH2:10][CH2:9][CH2:8][CH2:7][CH2:6][O:5][C:4]2[CH:3]=[C:2]([C:40]3[CH:39]=[CH:38][C:37]([F:36])=[C:42]([F:43])[CH:41]=3)[CH:32]=[C:31]([CH2:33][O:34][CH3:35])[CH:30]=2)=[CH:24][CH:23]=[CH:22][C:14]=1[O:15][CH2:16][CH2:17][CH2:18][C:19]([OH:21])=[O:20])([OH:29])=[O:28]. The yield is 0.930. (6) The reactants are [Br:1][C:2]1[CH:3]=[CH:4][C:5]2[S:9][CH:8]=[CH:7][C:6]=2[CH:10]=1.C([Li])(C)(C)C.[CH3:16][N:17]1[CH2:26][C:25](=[O:27])[C:24]2[C:19](=[CH:20][CH:21]=[CH:22][CH:23]=2)[CH2:18]1. No catalyst specified. The product is [Br:1][C:2]1[CH:3]=[CH:4][C:5]2[S:9][C:8]([C:25]3([OH:27])[C:24]4[C:19](=[CH:20][CH:21]=[CH:22][CH:23]=4)[CH2:18][N:17]([CH3:16])[CH2:26]3)=[CH:7][C:6]=2[CH:10]=1. The yield is 0.0800. (7) The reactants are [NH2:1][C:2]1[CH:11]=[C:10]([Cl:12])[C:9](Br)=[CH:8][C:3]=1[C:4]([O:6][CH3:7])=[O:5].[Cl:14][C:15]1[CH:20]=[CH:19][CH:18]=[CH:17][C:16]=1B(O)O.C([O-])([O-])=O.[Na+].[Na+]. The catalyst is O1CCOCC1.O.C1C=CC([P]([Pd]([P](C2C=CC=CC=2)(C2C=CC=CC=2)C2C=CC=CC=2)([P](C2C=CC=CC=2)(C2C=CC=CC=2)C2C=CC=CC=2)[P](C2C=CC=CC=2)(C2C=CC=CC=2)C2C=CC=CC=2)(C2C=CC=CC=2)C2C=CC=CC=2)=CC=1. The product is [NH2:1][C:2]1[CH:11]=[C:10]([Cl:12])[C:9]([C:16]2[CH:17]=[CH:18][CH:19]=[CH:20][C:15]=2[Cl:14])=[CH:8][C:3]=1[C:4]([O:6][CH3:7])=[O:5]. The yield is 0.910. (8) The reactants are [CH3:1][O:2][C:3]1[CH:8]=[CH:7][C:6]([NH:9][C:10]2[S:11][C:12]([NH:18][C:19](=[O:29])[C:20]3[CH:25]=[CH:24][C:23]([N+:26]([O-])=O)=[CH:22][CH:21]=3)=[C:13]([C:15]([NH2:17])=[O:16])[N:14]=2)=[CH:5][CH:4]=1. The catalyst is C1COCC1.CCO. The yield is 0.420. The product is [NH2:26][C:23]1[CH:22]=[CH:21][C:20]([C:19]([NH:18][C:12]2[S:11][C:10]([NH:9][C:6]3[CH:7]=[CH:8][C:3]([O:2][CH3:1])=[CH:4][CH:5]=3)=[N:14][C:13]=2[C:15]([NH2:17])=[O:16])=[O:29])=[CH:25][CH:24]=1. (9) The reactants are C(O[C:5](=O)[CH3:6])(=O)C.[I:8]I.OS(O)(=O)=O.[Br:15][C:16]1[CH:21]=[CH:20]C=[CH:18][C:17]=1C.C([O-])(O)=O.[Na+]. The catalyst is C(O)(=O)C. The product is [Br:15][C:16]1[CH:21]=[CH:20][C:5]([CH3:6])=[C:18]([I:8])[CH:17]=1. The yield is 0.660. (10) The reactants are Br[C:2]1[CH:7]=[CH:6][C:5]([O:8][C:9]([F:15])([F:14])[C:10]([F:13])([F:12])[F:11])=[CH:4][CH:3]=1.[C:16](=[N:29][NH2:30])([C:23]1[CH:28]=[CH:27][CH:26]=[CH:25][CH:24]=1)[C:17]1[CH:22]=[CH:21][CH:20]=[CH:19][CH:18]=1.C1(P(C2C=CC=CC=2)C2C=CC3C(=CC=CC=3)C=2C2C3C(=CC=CC=3)C=CC=2P(C2C=CC=CC=2)C2C=CC=CC=2)C=CC=CC=1.O=O.CC(C)([O-])C.[Na+]. The catalyst is C1(C)C=CC=CC=1.C([O-])(=O)C.[Pd+2].C([O-])(=O)C. The product is [C:17]1([C:16]([C:23]2[CH:28]=[CH:27][CH:26]=[CH:25][CH:24]=2)=[N:29][NH:30][C:2]2[CH:7]=[CH:6][C:5]([O:8][C:9]([F:15])([F:14])[C:10]([F:13])([F:12])[F:11])=[CH:4][CH:3]=2)[CH:18]=[CH:19][CH:20]=[CH:21][CH:22]=1. The yield is 0.880.